Dataset: Catalyst prediction with 721,799 reactions and 888 catalyst types from USPTO. Task: Predict which catalyst facilitates the given reaction. (1) Reactant: [C:1]1([S:7]([CH2:10][C:11]2[C:16]([C:17]([O:19]C)=[O:18])=[C:15]([O:21][CH3:22])[C:14]([C:23]3[S:24][CH:25]=[CH:26][N:27]=3)=[CH:13][CH:12]=2)(=[O:9])=[O:8])[CH:6]=[CH:5][CH:4]=[CH:3][CH:2]=1.[OH-].[Li+]. Product: [C:1]1([S:7]([CH2:10][C:11]2[C:16]([C:17]([OH:19])=[O:18])=[C:15]([O:21][CH3:22])[C:14]([C:23]3[S:24][CH:25]=[CH:26][N:27]=3)=[CH:13][CH:12]=2)(=[O:9])=[O:8])[CH:2]=[CH:3][CH:4]=[CH:5][CH:6]=1. The catalyst class is: 5. (2) Reactant: [F:1][C:2]([F:13])([F:12])[C:3]1[CH:11]=[CH:10][CH:9]=[CH:8][C:4]=1[C:5]([OH:7])=O.[CH3:14][C:15]([CH3:26])([CH3:25])[C:16]#[C:17][C:18]1[CH:23]=[CH:22][CH:21]=[CH:20][C:19]=1[NH2:24].C(N(CC)C(C)C)(C)C.C1CN([P+](Br)(N2CCCC2)N2CCCC2)CC1.F[P-](F)(F)(F)(F)F. Product: [CH3:14][C:15]([CH3:26])([CH3:25])[C:16]#[C:17][C:18]1[CH:23]=[CH:22][CH:21]=[CH:20][C:19]=1[NH:24][C:5](=[O:7])[C:4]1[CH:8]=[CH:9][CH:10]=[CH:11][C:3]=1[C:2]([F:1])([F:13])[F:12]. The catalyst class is: 647.